This data is from Forward reaction prediction with 1.9M reactions from USPTO patents (1976-2016). The task is: Predict the product of the given reaction. The product is: [CH3:1][O:2][C:3]1[CH:4]=[C:5]2[C:9](=[CH:10][C:11]=1[O:12][CH3:13])[N:8]([CH3:14])[CH:7]=[C:6]2[C:15]1[NH:31][C:18]2=[N:19][CH:20]=[CH:21][C:22]([CH2:23][NH:24][CH2:25][C:26]3[S:27][CH:28]=[CH:29][CH:30]=3)=[C:17]2[CH:16]=1. Given the reactants [CH3:1][O:2][C:3]1[CH:4]=[C:5]2[C:9](=[CH:10][C:11]=1[O:12][CH3:13])[N:8]([CH3:14])[CH:7]=[C:6]2[C:15]1[N:31](S(C2C=CC(C)=CC=2)(=O)=O)[C:18]2=[N:19][CH:20]=[CH:21][C:22]([CH2:23][NH:24][CH2:25][C:26]3[S:27][CH:28]=[CH:29][CH:30]=3)=[C:17]2[CH:16]=1.[OH-].[K+], predict the reaction product.